From a dataset of Ames mutagenicity test results for genotoxicity prediction. Regression/Classification. Given a drug SMILES string, predict its toxicity properties. Task type varies by dataset: regression for continuous values (e.g., LD50, hERG inhibition percentage) or binary classification for toxic/non-toxic outcomes (e.g., AMES mutagenicity, cardiotoxicity, hepatotoxicity). Dataset: ames. (1) The drug is O=C(O)CCC(=O)Nc1cc(Cl)c(Cl)c(Cl)c1. The result is 0 (non-mutagenic). (2) The molecule is O=C(O)C(Cl)Br. The result is 1 (mutagenic).